From a dataset of Retrosynthesis with 50K atom-mapped reactions and 10 reaction types from USPTO. Predict the reactants needed to synthesize the given product. (1) Given the product CC(C)(C)NC(=O)c1cc(C2=C(Br)CCC2)cnn1, predict the reactants needed to synthesize it. The reactants are: CC(C)(C)NC(=O)c1cc(I)cnn1.OB(O)C1=C(Br)CCC1. (2) Given the product COc1ccc(OC)c(Nc2ccnc3[nH]c(=O)c4ccccc4c23)c1, predict the reactants needed to synthesize it. The reactants are: COc1ccc(OC)c(N)c1.O=c1[nH]c2nccc(Cl)c2c2ccccc12. (3) Given the product CN(C)CC1CN(c2nn(C)cc2NC(=O)OC(C)(C)C)C(=O)C1(C)C, predict the reactants needed to synthesize it. The reactants are: CNC.Cn1cc(NC(=O)OC(C)(C)C)c(N2CC(C=O)C(C)(C)C2=O)n1.